Dataset: NCI-60 drug combinations with 297,098 pairs across 59 cell lines. Task: Regression. Given two drug SMILES strings and cell line genomic features, predict the synergy score measuring deviation from expected non-interaction effect. Drug 1: CC1=CC2C(CCC3(C2CCC3(C(=O)C)OC(=O)C)C)C4(C1=CC(=O)CC4)C. Drug 2: C1CC(=O)NC(=O)C1N2C(=O)C3=CC=CC=C3C2=O. Cell line: NCIH23. Synergy scores: CSS=2.58, Synergy_ZIP=0.565, Synergy_Bliss=3.80, Synergy_Loewe=2.10, Synergy_HSA=1.21.